From a dataset of Catalyst prediction with 721,799 reactions and 888 catalyst types from USPTO. Predict which catalyst facilitates the given reaction. Reactant: [C:1]([NH:4][C:5]1[CH:13]=[CH:12][CH:11]=[C:10]2[C:6]=1[C:7](=[O:34])[N:8]([CH:15]([C:20]1[CH:25]=[CH:24][C:23]([O:26][CH:27]([F:29])[F:28])=[C:22]([O:30][CH:31]([F:33])[F:32])[CH:21]=1)[CH2:16][C:17](O)=[O:18])[C:9]2=[O:14])(=[O:3])[CH3:2].[C:35](N1C=CN=C1)([N:37]1C=CN=[CH:38]1)=O.CNC.O. Product: [C:1]([NH:4][C:5]1[CH:13]=[CH:12][CH:11]=[C:10]2[C:6]=1[C:7](=[O:34])[N:8]([CH:15]([C:20]1[CH:25]=[CH:24][C:23]([O:26][CH:27]([F:29])[F:28])=[C:22]([O:30][CH:31]([F:32])[F:33])[CH:21]=1)[CH2:16][C:17]([N:37]([CH3:38])[CH3:35])=[O:18])[C:9]2=[O:14])(=[O:3])[CH3:2]. The catalyst class is: 7.